From a dataset of Full USPTO retrosynthesis dataset with 1.9M reactions from patents (1976-2016). Predict the reactants needed to synthesize the given product. (1) Given the product [CH2:24]([O:23][C:21]([C:16]1([NH:15][C:14]([CH:9]2[CH2:10][CH:11]([OH:13])[CH2:12][NH:8]2)=[O:26])[CH2:18][CH:17]1[CH:19]=[CH2:20])=[O:22])[CH3:25], predict the reactants needed to synthesize it. The reactants are: C(OC([N:8]1[CH2:12][CH:11]([OH:13])[CH2:10][CH:9]1[C:14](=[O:26])[NH:15][C:16]1([C:21]([O:23][CH2:24][CH3:25])=[O:22])[CH2:18][CH:17]1[CH:19]=[CH2:20])=O)(C)(C)C.C(O)(C(F)(F)F)=O. (2) Given the product [CH3:1][C:2]1[O:6][C:5]([C:7]2[CH:12]=[CH:11][CH:10]=[CH:9][CH:8]=2)=[N:4][C:3]=1[CH2:13][CH2:14][O:15][C:16]1[C:24]2[CH:23]=[CH:22][S:21][C:20]=2[C:19]([CH2:25][CH:26]2[S:30][C:29](=[O:31])[NH:28][C:27]2=[O:32])=[CH:18][CH:17]=1, predict the reactants needed to synthesize it. The reactants are: [CH3:1][C:2]1[O:6][C:5]([C:7]2[CH:12]=[CH:11][CH:10]=[CH:9][CH:8]=2)=[N:4][C:3]=1[CH2:13][CH2:14][O:15][C:16]1[C:24]2[CH:23]=[CH:22][S:21][C:20]=2[C:19]([CH:25]=[C:26]2[S:30][C:29](=[O:31])[NH:28][C:27]2=[O:32])=[CH:18][CH:17]=1.N1C=C(C(O)=O)C=C(C(O)=O)C=1.C1(C)C=C(C)C=C(C)C=1.C(N(CC)CC)C. (3) Given the product [CH3:1][O:2][C:3]1[CH:12]=[C:11]2[C:6]([CH2:7][CH2:8][CH:9]([NH2:20])[CH2:10]2)=[CH:5][CH:4]=1, predict the reactants needed to synthesize it. The reactants are: [CH3:1][O:2][C:3]1[CH:12]=[C:11]2[C:6]([CH2:7][CH2:8][C:9](=O)[CH2:10]2)=[CH:5][CH:4]=1.C([O-])(=O)C.[NH4+].C([BH3-])#[N:20].[Na+]. (4) Given the product [CH3:9][O:10][C:11]([C@@H:12]([N:13]1[CH2:14][C:15]2[CH:22]=[CH:21][S:20][C:16]=2[CH2:17][CH2:18]1)[C:23]1[CH:28]=[CH:27][CH:26]=[CH:25][C:24]=1[Cl:29])=[O:30], predict the reactants needed to synthesize it. The reactants are: [I-].[Na+].Cl[Si](C)(C)C.Cl.[CH3:9][O:10][C:11](=[O:30])[C@H:12]([C:23]1[CH:28]=[CH:27][CH:26]=[CH:25][C:24]=1[Cl:29])[N:13]1[CH2:18][CH:17](O)[C:16]2[S:20][CH:21]=[CH:22][C:15]=2[CH2:14]1.C(=O)(O)[O-].[Na+]. (5) The reactants are: C[O:2][C:3](=[O:27])[C@@H:4]([N:9]1[CH2:13][C:12]([O:14][C:15]2[CH:20]=[CH:19][CH:18]=[C:17]([CH2:21][C:22]([OH:25])([CH3:24])[CH3:23])[CH:16]=2)=[CH:11][C:10]1=[O:26])[CH2:5][CH:6]([CH3:8])[CH3:7].O.[OH-].[Li+]. Given the product [OH:25][C:22]([CH3:24])([CH3:23])[CH2:21][C:17]1[CH:16]=[C:15]([CH:20]=[CH:19][CH:18]=1)[O:14][C:12]1[CH2:13][N:9]([C@@H:4]([CH2:5][CH:6]([CH3:8])[CH3:7])[C:3]([OH:27])=[O:2])[C:10](=[O:26])[CH:11]=1, predict the reactants needed to synthesize it. (6) Given the product [N+:24]([C:8]1[CH:7]=[C:3]2[C:2]([CH:1]=[CH:27][NH:6][C:4]2=[O:5])=[CH:10][C:9]=1[N:11]1[CH2:12][CH2:13][N:14]([C:17]2[CH:22]=[CH:21][CH:20]=[CH:19][C:18]=2[CH3:23])[CH2:15][CH2:16]1)([O-:26])=[O:25], predict the reactants needed to synthesize it. The reactants are: [CH3:1][C:2]1[CH:10]=[C:9]([N:11]2[CH2:16][CH2:15][N:14]([C:17]3[CH:22]=[CH:21][CH:20]=[CH:19][C:18]=3[CH3:23])[CH2:13][CH2:12]2)[C:8]([N+:24]([O-:26])=[O:25])=[CH:7][C:3]=1[C:4]([NH2:6])=[O:5].[CH3:27]OC(OC)N(C)C.CC(C)([O-])C.[K+].Cl. (7) Given the product [CH3:37][C:32]1[C:31]([CH:2]([O:38][CH2:39][CH2:40][N:41]2[C:42](=[O:51])[C:43]3[C:48](=[CH:47][CH:46]=[CH:45][CH:44]=3)[C:49]2=[O:50])[C:3]2[O:4][C:5]3[CH:11]=[CH:10][C:9]([CH2:12][C:13]([NH:15][CH:16]([C:23]4[CH:28]=[CH:27][C:26]([CH3:29])=[CH:25][C:24]=4[CH3:30])[C:17]4[CH:22]=[CH:21][CH:20]=[CH:19][CH:18]=4)=[O:14])=[CH:8][C:6]=3[CH:7]=2)=[C:35]([CH3:36])[O:34][N:33]=1, predict the reactants needed to synthesize it. The reactants are: Cl[CH:2]([C:31]1[C:32]([CH3:37])=[N:33][O:34][C:35]=1[CH3:36])[C:3]1[O:4][C:5]2[CH:11]=[CH:10][C:9]([CH2:12][C:13]([NH:15][CH:16]([C:23]3[CH:28]=[CH:27][C:26]([CH3:29])=[CH:25][C:24]=3[CH3:30])[C:17]3[CH:22]=[CH:21][CH:20]=[CH:19][CH:18]=3)=[O:14])=[CH:8][C:6]=2[CH:7]=1.[OH:38][CH2:39][CH2:40][N:41]1[C:49](=[O:50])[C:48]2[C:43](=[CH:44][CH:45]=[CH:46][CH:47]=2)[C:42]1=[O:51].